From a dataset of Forward reaction prediction with 1.9M reactions from USPTO patents (1976-2016). Predict the product of the given reaction. Given the reactants [CH3:1][O:2][C:3]1[CH:4]=[C:5]([NH:11][C:12]2[C:13]3[N:29]=[CH:28][S:27][C:14]=3[N:15]=[C:16]([C:18]3[CH:26]=[CH:25][C:21]([C:22](O)=[O:23])=[CH:20][CH:19]=3)[N:17]=2)[CH:6]=[CH:7][C:8]=1[O:9][CH3:10].CC[N:32]=C=NCCCN(C)C.C1C=CC2N(O)N=NC=2C=1.CCN(CC)CC, predict the reaction product. The product is: [CH3:1][O:2][C:3]1[CH:4]=[C:5]([NH:11][C:12]2[C:13]3[N:29]=[CH:28][S:27][C:14]=3[N:15]=[C:16]([C:18]3[CH:26]=[CH:25][C:21]([C:22]([NH2:32])=[O:23])=[CH:20][CH:19]=3)[N:17]=2)[CH:6]=[CH:7][C:8]=1[O:9][CH3:10].